Dataset: Peptide-MHC class II binding affinity with 134,281 pairs from IEDB. Task: Regression. Given a peptide amino acid sequence and an MHC pseudo amino acid sequence, predict their binding affinity value. This is MHC class II binding data. The MHC is HLA-DPA10201-DPB10501 with pseudo-sequence HLA-DPA10201-DPB10501. The binding affinity (normalized) is 0.416. The peptide sequence is IDTLKKNENIKEL.